Dataset: Full USPTO retrosynthesis dataset with 1.9M reactions from patents (1976-2016). Task: Predict the reactants needed to synthesize the given product. (1) The reactants are: [S:1]1[CH:5]=[CH:4][N:3]=[C:2]1[C:6]1[CH:14]=[CH:13][CH:12]=[C:11]2[C:7]=1[C:8]([NH2:15])=[N:9][NH:10]2.CC1(C)OC(=O)[CH:20]([C:24]([CH:26]2[CH2:31][CH2:30][N:29]([C:32]([O:34][C:35]([CH3:38])([CH3:37])[CH3:36])=[O:33])[CH2:28][CH2:27]2)=O)[C:19](=O)[O:18]1.P([O-])([O-])([O-])=O.[K+].[K+].[K+]. Given the product [O:18]=[C:19]1[CH:20]=[C:24]([CH:26]2[CH2:31][CH2:30][N:29]([C:32]([O:34][C:35]([CH3:38])([CH3:37])[CH3:36])=[O:33])[CH2:28][CH2:27]2)[N:9]2[N:10]=[C:11]3[C:7]([C:6]([C:2]4[S:1][CH:5]=[CH:4][N:3]=4)=[CH:14][CH:13]=[CH:12]3)=[C:8]2[NH:15]1, predict the reactants needed to synthesize it. (2) Given the product [CH3:1][C:2]1([CH3:36])[CH2:11][CH2:10][C:9]([CH3:12])([CH3:13])[C:8]2[CH:7]=[C:6]([Se:14][C:15]#[C:16][C:17]3[CH:18]=[CH:19][C:20]([C:21]([OH:23])=[O:22])=[CH:25][CH:26]=3)[CH:5]=[C:4]([O:27][CH2:28][C:29]3[CH:30]=[CH:31][C:32]([Cl:35])=[CH:33][CH:34]=3)[C:3]1=2, predict the reactants needed to synthesize it. The reactants are: [CH3:1][C:2]1([CH3:36])[CH2:11][CH2:10][C:9]([CH3:13])([CH3:12])[C:8]2[CH:7]=[C:6]([Se:14][C:15]#[C:16][C:17]3[CH:26]=[CH:25][C:20]([C:21]([O:23]C)=[O:22])=[CH:19][CH:18]=3)[CH:5]=[C:4]([O:27][CH2:28][C:29]3[CH:34]=[CH:33][C:32]([Cl:35])=[CH:31][CH:30]=3)[C:3]1=2.[OH-].[Na+].